The task is: Binary Classification. Given a miRNA mature sequence and a target amino acid sequence, predict their likelihood of interaction.. This data is from Experimentally validated miRNA-target interactions with 360,000+ pairs, plus equal number of negative samples. (1) The miRNA is hsa-miR-939-5p with sequence UGGGGAGCUGAGGCUCUGGGGGUG. The protein sequence of the target gene is MNWRFVELLYFLFVWGRISVQPSRQEPAGTDQHVSKEFDWLISDRGPFHHSRSYLSFVERHRQGFTTRYKIYREFARWKVRNTAIERRDLVRHPVPLMPEFQRSIRLLGRRPTTQQFIDTIIKKYGTHLLISATLGGEEALTMYMDKSRLDRKSGNATQSVEALHQLASSYFVDRDGTMRRLHEIQISTGAIKVTETRTGPLGCNSYDNLDSVSSVLLQSTESKLHLQGLQIIFPQYLQEKFVQSALSYIMCNGEGEYVCQNSQCRCQCAEEFPQCNCPITDIQIMEFTLANMAKAWTEA.... Result: 0 (no interaction). (2) The miRNA is mmu-miR-122-5p with sequence UGGAGUGUGACAAUGGUGUUUG. The protein sequence of the target gene is MKPSLLCRPLSCFLMLLPWPLATLTSTTLWQCPPGEEPDLDPGQGTLCRPCPPGTFSAAWGSSPCQPHARCSLWRRLEAQVGMATRDTLCGDCWPGWFGPWGVPRVPCQPCSWAPLGTHGCDEWGRRARRGVEVAAGASSGGETRQPGNGTRAGGPEETAAQYAVIAIVPVFCLMGLLGILVCNLLKRKGYHCTAHKEVGPGPGGGGSGINPAYRTEDANEDTIGVLVRLITEKKENAAALEELLKEYHSKQLVQTSHRPVSKLPPAPPNVPHICPHRHHLHTVQGLASLSGPCCSRCSQ.... Result: 0 (no interaction).